Dataset: Forward reaction prediction with 1.9M reactions from USPTO patents (1976-2016). Task: Predict the product of the given reaction. (1) Given the reactants [Br:1][C:2]1[CH:7]=[C:6]([F:8])[CH:5]=[CH:4][C:3]=1[CH:9]1[C:14]([C:15]([O:17][CH2:18][CH3:19])=[O:16])=[C:13]([CH2:20]Br)[NH:12][C:11]([C:22]2[C:27]([F:28])=[CH:26][C:25]([F:29])=[CH:24][C:23]=2[F:30])=[N:10]1.Cl.[NH:32]1[CH2:37][CH2:36][O:35][CH2:34][CH:33]1[CH2:38][C:39]([OH:41])=[O:40], predict the reaction product. The product is: [Br:1][C:2]1[CH:7]=[C:6]([F:8])[CH:5]=[CH:4][C:3]=1[CH:9]1[N:10]=[C:11]([C:22]2[C:27]([F:28])=[CH:26][C:25]([F:29])=[CH:24][C:23]=2[F:30])[NH:12][C:13]([CH2:20][N:32]2[CH2:37][CH2:36][O:35][CH2:34][CH:33]2[CH2:38][C:39]([OH:41])=[O:40])=[C:14]1[C:15]([O:17][CH2:18][CH3:19])=[O:16]. (2) Given the reactants [CH:1]([O:4][CH:5]1[CH2:10][CH2:9][C@H:8]([NH:11][C:12](=[O:29])[C@@H:13]([NH:18][C:19](=[O:28])[O:20][CH2:21][C:22]2[CH:27]=[CH:26][CH:25]=[CH:24][CH:23]=2)[CH2:14][CH2:15]SC)[C@H:7]([CH2:30][S:31]([CH:34]([CH3:36])[CH3:35])(=[O:33])=[O:32])[CH2:6]1)([CH3:3])[CH3:2].C([O-])([O-])=O.[Cs+].[Cs+], predict the reaction product. The product is: [CH:1]([O:4][C@@H:5]1[CH2:10][CH2:9][C@H:8]([N:11]2[CH2:15][CH2:14][C@H:13]([NH:18][C:19](=[O:28])[O:20][CH2:21][C:22]3[CH:23]=[CH:24][CH:25]=[CH:26][CH:27]=3)[C:12]2=[O:29])[C@H:7]([CH2:30][S:31]([CH:34]([CH3:35])[CH3:36])(=[O:32])=[O:33])[CH2:6]1)([CH3:3])[CH3:2].